Task: Predict the product of the given reaction.. Dataset: Forward reaction prediction with 1.9M reactions from USPTO patents (1976-2016) (1) Given the reactants [C:1]([O:5][C:6](=[O:31])[NH:7][CH2:8][CH2:9][CH:10]([NH2:30])[C:11]1[N:20]([CH2:21][C:22]2[CH:27]=[CH:26][CH:25]=[CH:24][CH:23]=2)[C:19](=[O:28])[C:18]2[C:13](=[CH:14][C:15]([Cl:29])=[CH:16][CH:17]=2)[N:12]=1)([CH3:4])([CH3:3])[CH3:2].CCN(C(C)C)C(C)C.[C:41]1([CH3:49])[CH:46]=[CH:45][C:44]([CH:47]=O)=[CH:43][CH:42]=1.C(O[BH-](OC(=O)C)OC(=O)C)(=O)C.[Na+], predict the reaction product. The product is: [C:1]([O:5][C:6](=[O:31])[NH:7][CH2:8][CH2:9][CH:10]([C:11]1[N:20]([CH2:21][C:22]2[CH:23]=[CH:24][CH:25]=[CH:26][CH:27]=2)[C:19](=[O:28])[C:18]2[C:13](=[CH:14][C:15]([Cl:29])=[CH:16][CH:17]=2)[N:12]=1)[NH:30][CH2:49][C:41]1[CH:46]=[CH:45][C:44]([CH3:47])=[CH:43][CH:42]=1)([CH3:4])([CH3:2])[CH3:3]. (2) The product is: [CH3:1][O:18][C:17]([C:15]1[C:14]([CH3:20])=[CH:13][C:9]([C:10]([OH:12])=[O:11])=[C:8]([CH3:7])[CH:16]=1)=[O:19]. Given the reactants [C:1](=O)([O-])[O-].[K+].[K+].[CH3:7][C:8]1[CH:16]=[C:15]([C:17]([O-:19])=[O:18])[C:14]([CH3:20])=[CH:13][C:9]=1[C:10]([O-:12])=[O:11].CI, predict the reaction product. (3) Given the reactants [CH3:1][O:2][C:3]([C:5]1[CH:6]=[C:7]2[C:11](=[CH:12][CH:13]=1)[CH2:10][N:9](CC1C=CC(OC)=CC=1OC)[CH2:8]2)=[O:4].[C:25]1(OC)C=CC=CC=1.[C:33]([OH:39])([C:35]([F:38])([F:37])[F:36])=[O:34], predict the reaction product. The product is: [F:36][C:35]([F:38])([F:37])[C:33]([OH:39])=[O:34].[CH2:1]([O:2][C:3]([C:5]1[CH:6]=[C:7]2[C:11](=[CH:12][CH:13]=1)[CH2:10][NH:9][CH2:8]2)=[O:4])[CH3:25]. (4) Given the reactants Br[C:2]1[C:10]2[N:9]3[CH2:11][CH2:12][NH:13][C:14](=[O:15])[C:8]3=[C:7]([CH3:16])[C:6]=2[CH:5]=[C:4]([C:17]#[N:18])[CH:3]=1.CC1(C)C(C)(C)OB([C:27]2[CH:28]=[CH:29][C:30]([NH2:33])=[N:31][CH:32]=2)O1, predict the reaction product. The product is: [NH2:33][C:30]1[N:31]=[CH:32][C:27]([C:2]2[C:10]3[N:9]4[CH2:11][CH2:12][NH:13][C:14](=[O:15])[C:8]4=[C:7]([CH3:16])[C:6]=3[CH:5]=[C:4]([C:17]#[N:18])[CH:3]=2)=[CH:28][CH:29]=1. (5) The product is: [Cl:1][C:2]1[CH:3]=[CH:4][C:5](=[O:26])[N:6]([CH2:8][C:9]2[CH:14]=[CH:13][C:12]([CH2:15][N:16]3[CH:24]=[C:23]4[C:18]([N:19]=[CH:20][N:21]=[C:22]4[NH:45][CH2:44][C:41]4[C:40]([CH3:46])=[CH:39][C:38]([O:37][CH3:36])=[CH:43][N:42]=4)=[N:17]3)=[CH:11][CH:10]=2)[CH:7]=1. Given the reactants [Cl:1][C:2]1[CH:3]=[CH:4][C:5](=[O:26])[N:6]([CH2:8][C:9]2[CH:14]=[CH:13][C:12]([CH2:15][N:16]3[CH:24]=[C:23]4[C:18]([N:19]=[CH:20][N:21]=[C:22]4Cl)=[N:17]3)=[CH:11][CH:10]=2)[CH:7]=1.CCN(C(C)C)C(C)C.[CH3:36][O:37][C:38]1[CH:39]=[C:40]([CH3:46])[C:41]([CH2:44][NH2:45])=[N:42][CH:43]=1, predict the reaction product. (6) Given the reactants [CH2:1]([N:8]1[CH2:12][CH:11]([N:13](C(OC(C)(C)C)=O)[CH2:14][C:15]2[CH:20]=[CH:19][C:18]([F:21])=[CH:17][C:16]=2[F:22])[CH2:10][CH:9]1[C:30](O)=[O:31])[C:2]1[CH:7]=[CH:6][CH:5]=[CH:4][CH:3]=1.[Cl:33][C:34]1[CH:35]=[CH:36][C:37]([O:46][CH3:47])=[C:38]([N:40]2[CH2:45][CH2:44][NH:43][CH2:42][CH2:41]2)[CH:39]=1, predict the reaction product. The product is: [CH2:1]([N:8]1[CH2:12][C@@H:11]([NH:13][CH2:14][C:15]2[CH:20]=[CH:19][C:18]([F:21])=[CH:17][C:16]=2[F:22])[CH2:10][C@H:9]1[C:30]([N:43]1[CH2:42][CH2:41][N:40]([C:38]2[CH:39]=[C:34]([Cl:33])[CH:35]=[CH:36][C:37]=2[O:46][CH3:47])[CH2:45][CH2:44]1)=[O:31])[C:2]1[CH:3]=[CH:4][CH:5]=[CH:6][CH:7]=1. (7) The product is: [CH:16]([C:3]1[CH:2]=[N:1][CH:6]=[CH:5][C:4]=1[NH:7][C:8](=[O:13])[C:9]([CH3:10])([CH3:12])[CH3:11])=[O:17]. Given the reactants [N:1]1[CH:6]=[CH:5][C:4]([NH:7][C:8](=[O:13])[C:9]([CH3:12])([CH3:11])[CH3:10])=[CH:3][CH:2]=1.CN(C)[CH:16]=[O:17].Cl.C([O-])([O-])=O.[K+].[K+], predict the reaction product. (8) Given the reactants [Cl:1][C:2]1[CH:7]=[CH:6][C:5]([S:8]([C:11]2([C:24]3[CH:29]=[C:28]([F:30])[CH:27]=[CH:26][C:25]=3[F:31])[CH2:16][CH2:15][N:14](C(OC(C)(C)C)=O)[CH2:13][CH2:12]2)(=[O:10])=[O:9])=[CH:4][CH:3]=1.FC(F)(F)C(O)=O.Cl, predict the reaction product. The product is: [ClH:1].[Cl:1][C:2]1[CH:7]=[CH:6][C:5]([S:8]([C:11]2([C:24]3[CH:29]=[C:28]([F:30])[CH:27]=[CH:26][C:25]=3[F:31])[CH2:16][CH2:15][NH:14][CH2:13][CH2:12]2)(=[O:9])=[O:10])=[CH:4][CH:3]=1. (9) The product is: [OH:20][CH2:17][C:18]#[C:19][C:2]1[CH:3]=[C:4]([CH:14]=[CH:15][CH:16]=1)[O:5][CH2:6][C:7]([O:9][C:10]([CH3:13])([CH3:12])[CH3:11])=[O:8]. Given the reactants I[C:2]1[CH:3]=[C:4]([CH:14]=[CH:15][CH:16]=1)[O:5][CH2:6][C:7]([O:9][C:10]([CH3:13])([CH3:12])[CH3:11])=[O:8].[CH2:17]([OH:20])[C:18]#[CH:19].C(OCC)(=O)C, predict the reaction product.